This data is from Full USPTO retrosynthesis dataset with 1.9M reactions from patents (1976-2016). The task is: Predict the reactants needed to synthesize the given product. Given the product [Cl:10][C:11]1[CH:12]=[C:13]([CH:14]2[C:22]([C:23](=[O:25])[CH3:24])=[C:21]([CH3:26])[NH:20][C:3]3[CH2:4][CH2:5][CH2:6][S:1](=[O:9])(=[O:8])[C:2]2=3)[CH:16]=[CH:17][C:18]=1[Cl:19], predict the reactants needed to synthesize it. The reactants are: [S:1]1(=[O:9])(=[O:8])[CH2:6][CH2:5][CH2:4][C:3](=O)[CH2:2]1.[Cl:10][C:11]1[CH:12]=[C:13]([CH:16]=[CH:17][C:18]=1[Cl:19])[CH:14]=O.[NH2:20][C:21]([CH3:26])=[CH:22][C:23](=[O:25])[CH3:24].